From a dataset of Retrosynthesis with 50K atom-mapped reactions and 10 reaction types from USPTO. Predict the reactants needed to synthesize the given product. (1) Given the product CC[C@@H]1C[C@H](NS(=O)(=O)C2CC2)C[C@@H]1C(=O)O, predict the reactants needed to synthesize it. The reactants are: CCOC(=O)[C@H]1C[C@@H](NS(=O)(=O)C2CC2)C[C@H]1CC. (2) Given the product COC(=O)c1cc(C2CCCN2c2cccc(F)c2)c2oc(N3CCO[C@H](C)C3)cc(=O)c2c1, predict the reactants needed to synthesize it. The reactants are: COC(=O)c1cc(C2CCCN2)c2oc(N3CCO[C@H](C)C3)cc(=O)c2c1.Fc1cccc(Br)c1. (3) Given the product C[C@@H]1CN([C@H](CO)CCN2CCC3(CC3)[C@H](O)C2)C(=O)CCN1c1ccc(Cl)c(Cl)c1, predict the reactants needed to synthesize it. The reactants are: COC(=O)[C@H](CCN1CCC2(CC2)[C@H](O)C1)N1C[C@@H](C)N(c2ccc(Cl)c(Cl)c2)CCC1=O.